From a dataset of Full USPTO retrosynthesis dataset with 1.9M reactions from patents (1976-2016). Predict the reactants needed to synthesize the given product. (1) Given the product [F:1][C:2]1[CH:30]=[C:29]([F:31])[C:28]([F:32])=[CH:27][C:3]=1[CH2:4][C@@H:5]([NH:23][C:24](=[O:26])[CH3:25])[CH2:6][C:7]1[N:11]2[CH2:12][CH2:13][C:14]3[N:15]([N:16]=[C:17]([C:19]([F:22])([F:21])[F:20])[N:18]=3)[C:10]2=[N:9][N:8]=1, predict the reactants needed to synthesize it. The reactants are: [F:1][C:2]1[CH:30]=[C:29]([F:31])[C:28]([F:32])=[CH:27][C:3]=1[CH2:4][C@@H:5]([NH:23][C:24](=[O:26])[CH3:25])[CH2:6][C:7]1[N:11]2[CH:12]=[CH:13][C:14]3[N:15]([N:16]=[C:17]([C:19]([F:22])([F:21])[F:20])[N:18]=3)[C:10]2=[N:9][N:8]=1.[H][H]. (2) Given the product [C:12]([O:18][CH:16]([CH3:17])[CH:15]([O:19][C:24](=[O:26])[CH3:25])[CH:9]1[CH2:8][NH:7][C:6]2[N:5]=[C:4]([NH2:3])[NH:13][C:12](=[O:14])[C:11]=2[N:10]1[C:16](=[O:18])[CH3:15])(=[O:14])[CH3:11], predict the reactants needed to synthesize it. The reactants are: Cl.Cl.[NH2:3][C:4]1[NH:5][C:6]2[NH:7][CH2:8][CH:9]([CH:15]([OH:19])[CH:16]([OH:18])[CH3:17])[NH:10][C:11]=2[C:12](=[O:14])[N:13]=1.C(O[C:24](=[O:26])[CH3:25])(=O)C. (3) The reactants are: Cl[C:2]1[N:3]=[C:4]2[CH:12]=[CH:11][C:10]([F:13])=[CH:9][N:5]2[C:6](=[O:8])[CH:7]=1.C(Cl)Cl.[C:17]([O-:20])([O-])=O.[K+].[K+]. Given the product [F:13][C:10]1[CH:11]=[CH:12][C:4]2[N:5]([CH:9]=1)[C:6](=[O:8])[CH:7]=[C:2]([C:12]1[CH:11]=[C:10]([F:13])[C:9]3[N:5]=[C:6]([CH3:7])[O:20][C:17]=3[CH:4]=1)[N:3]=2, predict the reactants needed to synthesize it.